This data is from Full USPTO retrosynthesis dataset with 1.9M reactions from patents (1976-2016). The task is: Predict the reactants needed to synthesize the given product. (1) Given the product [Cl:1][C:2]1[CH:3]=[C:4]([CH2:9][N:10]2[C:14]([CH3:15])=[C:13]([C:16]([NH:19][C:20]3[CH:21]=[C:22]([C:30]([O:32][CH3:33])=[O:31])[CH:23]=[C:24]([C:26]([O:28][CH3:29])=[O:27])[CH:25]=3)=[O:18])[N:12]=[N:11]2)[CH:5]=[CH:6][C:7]=1[Cl:8], predict the reactants needed to synthesize it. The reactants are: [Cl:1][C:2]1[CH:3]=[C:4]([CH2:9][N:10]2[C:14]([CH3:15])=[C:13]([C:16]([OH:18])=O)[N:12]=[N:11]2)[CH:5]=[CH:6][C:7]=1[Cl:8].[NH2:19][C:20]1[CH:21]=[C:22]([C:30]([O:32][CH3:33])=[O:31])[CH:23]=[C:24]([C:26]([O:28][CH3:29])=[O:27])[CH:25]=1.CN(C(ON1N=NC2C=CC=NC1=2)=[N+](C)C)C.F[P-](F)(F)(F)(F)F.CCN(C(C)C)C(C)C. (2) Given the product [CH2:8]([C:9]1[CH2:12][CH2:4][C:3]([CH3:5])([CH:2]=[O:1])[CH2:11][CH:10]=1)[CH:7]([CH3:13])[CH3:6], predict the reactants needed to synthesize it. The reactants are: [O:1]=[CH:2][C:3](=[CH2:5])[CH3:4].[CH3:6][CH:7]([CH3:13])[CH2:8][C:9](=[CH2:12])[CH:10]=[CH2:11]. (3) Given the product [CH:19]1([N:25]2[CH2:26][CH2:27][N:28]([C:31]3[CH:32]=[CH:33][C:34]([NH2:37])=[CH:35][CH:36]=3)[CH2:29][CH2:30]2)[CH2:20][CH2:21][CH2:22][CH2:23][CH2:24]1, predict the reactants needed to synthesize it. The reactants are: C(N1CCN(C2C=CC(N)=CC=2)CC1)CC(C)C.[CH:19]1([N:25]2[CH2:30][CH2:29][N:28]([C:31]3[CH:36]=[CH:35][C:34]([N+:37]([O-])=O)=[CH:33][CH:32]=3)[CH2:27][CH2:26]2)[CH2:24][CH2:23][CH2:22][CH2:21][CH2:20]1. (4) The reactants are: [NH2:1][C:2]1[N:7]=[CH:6][N:5]=[C:4]([NH:8][C@H:9]([C:11]2[N:16]([C:17]3[CH:22]=[CH:21][CH:20]=[CH:19][CH:18]=3)[C:15](=[O:23])[C:14]3=[C:24]([CH3:27])[CH:25]=[CH:26][N:13]3[N:12]=2)[CH3:10])[C:3]=1Br.CC1(C)C(C)(C)OB([C:37]2[CH:38]=[N:39][CH:40]=[C:41]([C:43]([F:46])([F:45])[F:44])[CH:42]=2)O1.C(=O)([O-])[O-].[Na+].[Na+]. Given the product [NH2:1][C:2]1[N:7]=[CH:6][N:5]=[C:4]([NH:8][C@H:9]([C:11]2[N:16]([C:17]3[CH:22]=[CH:21][CH:20]=[CH:19][CH:18]=3)[C:15](=[O:23])[C:14]3=[C:24]([CH3:27])[CH:25]=[CH:26][N:13]3[N:12]=2)[CH3:10])[C:3]=1[C:37]1[CH:38]=[N:39][CH:40]=[C:41]([C:43]([F:46])([F:45])[F:44])[CH:42]=1, predict the reactants needed to synthesize it. (5) Given the product [N+:1]([C:4]1[CH:5]=[N:6][N:7]([CH:12]2[CH2:13][CH2:14][O:9][CH2:10][CH2:11]2)[CH:8]=1)([O-:3])=[O:2], predict the reactants needed to synthesize it. The reactants are: [N+:1]([C:4]1[CH:5]=[N:6][NH:7][CH:8]=1)([O-:3])=[O:2].[O:9]1[CH2:14][CH2:13][CH:12](O)[CH2:11][CH2:10]1.C1C=CC(P(C2C=CC=CC=2)C2C=CC=CC=2)=CC=1. (6) Given the product [C:6]([C:5]1[CH:8]=[CH:9][C:2]([NH:1][CH2:11][C:12]([OH:14])=[O:13])=[CH:3][CH:4]=1)#[N:7], predict the reactants needed to synthesize it. The reactants are: [NH2:1][C:2]1[CH:9]=[CH:8][C:5]([C:6]#[N:7])=[CH:4][CH:3]=1.Cl[CH2:11][C:12]([OH:14])=[O:13]. (7) Given the product [CH2:11]([N:6]1[CH:5]=[C:4]([N+:1]([O-:3])=[O:2])[CH:8]=[N:7]1)[C:12]1[CH:17]=[CH:16][CH:15]=[CH:14][CH:13]=1, predict the reactants needed to synthesize it. The reactants are: [N+:1]([C:4]1[CH:5]=[N:6][NH:7][CH:8]=1)([O-:3])=[O:2].[H-].[Na+].[CH2:11](Br)[C:12]1[CH:17]=[CH:16][CH:15]=[CH:14][CH:13]=1. (8) Given the product [CH3:12][O:11][C:7]1[CH:6]=[C:5]([C:3]2[N:23]=[C:21]([NH:20][C:16]3[CH:17]=[CH:18][CH:19]=[C:14]([CH3:13])[CH:15]=3)[S:22][CH:2]=2)[CH:10]=[CH:9][N:8]=1, predict the reactants needed to synthesize it. The reactants are: Br[CH2:2][C:3]([C:5]1[CH:10]=[CH:9][N:8]=[C:7]([O:11][CH3:12])[CH:6]=1)=O.[CH3:13][C:14]1[CH:15]=[C:16]([NH:20][C:21]([NH2:23])=[S:22])[CH:17]=[CH:18][CH:19]=1.N. (9) Given the product [Cl:1][C:2]1[C:18]([Cl:19])=[CH:17][CH:16]=[CH:15][C:3]=1[CH2:4][C:5]1[C:6]([C:11]([F:13])([F:14])[F:12])=[N:7][N:8]2[C:23]([OH:24])=[CH:22][C:21]([C:28]3[CH:33]=[CH:32][N:31]=[CH:30][CH:29]=3)=[N:10][C:9]=12, predict the reactants needed to synthesize it. The reactants are: [Cl:1][C:2]1[C:18]([Cl:19])=[CH:17][CH:16]=[CH:15][C:3]=1[CH2:4][C:5]1[C:6]([C:11]([F:14])([F:13])[F:12])=[N:7][NH:8][C:9]=1[NH2:10].O=[C:21]([C:28]1[CH:33]=[CH:32][N:31]=[CH:30][CH:29]=1)[CH2:22][C:23](OCC)=[O:24].C(=O)(O)[O-].[Na+].